This data is from Full USPTO retrosynthesis dataset with 1.9M reactions from patents (1976-2016). The task is: Predict the reactants needed to synthesize the given product. (1) Given the product [CH3:29][C:30]1([CH3:40])[CH2:34][C:33]2[CH:35]=[CH:36][CH:37]=[C:38]([O:39][C:2]3[C:7](=[O:8])[N:6]([CH2:9][C:10]4[CH:15]=[CH:14][C:13]([C:16]5[C:17]([C:22]#[N:23])=[CH:18][CH:19]=[CH:20][CH:21]=5)=[CH:12][CH:11]=4)[C:5]([CH2:24][CH2:25][CH3:26])=[N:4][C:3]=3[CH2:27][CH3:28])[C:32]=2[O:31]1, predict the reactants needed to synthesize it. The reactants are: Br[C:2]1[C:7](=[O:8])[N:6]([CH2:9][C:10]2[CH:15]=[CH:14][C:13]([C:16]3[C:17]([C:22]#[N:23])=[CH:18][CH:19]=[CH:20][CH:21]=3)=[CH:12][CH:11]=2)[C:5]([CH2:24][CH2:25][CH3:26])=[N:4][C:3]=1[CH2:27][CH3:28].[CH3:29][C:30]1([CH3:40])[CH2:34][C:33]2[CH:35]=[CH:36][CH:37]=[C:38]([OH:39])[C:32]=2[O:31]1.[OH-].[K+].CS(C)=O. (2) Given the product [NH2:11][CH:12]1[N:18]=[C:17]([C:19]2[CH:20]=[CH:21][CH:22]=[CH:23][CH:24]=2)[C:16]2[CH:25]=[CH:26][CH:27]=[CH:28][C:15]=2[N:14]([CH2:29][CH2:30][CH2:31][C:32]([F:34])([F:33])[F:35])[C:13]1=[O:36], predict the reactants needed to synthesize it. The reactants are: C(OC([NH:11][CH:12]1[N:18]=[C:17]([C:19]2[CH:24]=[CH:23][CH:22]=[CH:21][CH:20]=2)[C:16]2[CH:25]=[CH:26][CH:27]=[CH:28][C:15]=2[N:14]([CH2:29][CH2:30][CH2:31][C:32]([F:35])([F:34])[F:33])[C:13]1=[O:36])=O)C1C=CC=CC=1. (3) Given the product [F:1][C:2]1[CH:3]=[C:4]([CH:9]2[CH2:10][CH2:11][C:12]([CH3:17])([CH3:16])[CH2:13][NH:14]2)[CH:5]=[CH:6][C:7]=1[F:8], predict the reactants needed to synthesize it. The reactants are: [F:1][C:2]1[CH:3]=[C:4]([CH:9]2[NH:14][C:13](=O)[C:12]([CH3:17])([CH3:16])[CH2:11][CH2:10]2)[CH:5]=[CH:6][C:7]=1[F:8].[H-].C([Al+]CC(C)C)C(C)C. (4) Given the product [F:2][C:3]1[CH:8]=[CH:7][C:6]([N:9]2[CH2:14][CH2:13][N:12]([S:15]([C:18]3[S:22][C:21]([N:75]4[CH2:74][CH2:73][NH:72][CH2:71][C:70]4=[O:69])=[CH:20][CH:19]=3)(=[O:16])=[O:17])[C@H:11]([CH3:37])[CH2:10]2)=[C:5]([C:38]([F:41])([F:40])[F:39])[CH:4]=1, predict the reactants needed to synthesize it. The reactants are: Cl.[F:2][C:3]1[CH:8]=[CH:7][C:6]([N:9]2[CH2:14][CH2:13][N:12]([S:15]([C:18]3[S:22][C:21](C4CCN(C(OC(C)(C)C)=O)CC4=O)=[CH:20][CH:19]=3)(=[O:17])=[O:16])[C@H:11]([CH3:37])[CH2:10]2)=[C:5]([C:38]([F:41])([F:40])[F:39])[CH:4]=1.BrC1SC(S(N2CCN(C3C=CC(F)=CC=3C(F)(F)F)C[C@H]2C)(=O)=O)=CC=1.[O:69]=[C:70]1[NH:75][CH2:74][CH2:73][N:72](C(OC(C)(C)C)=O)[CH2:71]1. (5) Given the product [CH3:1][O:2][C:3]1[CH:4]=[C:5]([CH:8]=[C:9]([O:13][CH3:14])[C:10]=1[O:11][CH3:12])/[CH:6]=[CH:18]/[S:19]([CH2:22][S:23](/[CH:26]=[CH:27]/[C:5]1[CH:8]=[C:9]([O:13][CH3:14])[C:10]([O:11][CH3:12])=[C:3]([O:2][CH3:1])[CH:4]=1)(=[O:24])=[O:25])(=[O:20])=[O:21], predict the reactants needed to synthesize it. The reactants are: [CH3:1][O:2][C:3]1[CH:4]=[C:5]([CH:8]=[C:9]([O:13][CH3:14])[C:10]=1[O:11][CH3:12])[CH:6]=O.C([CH2:18][S:19]([CH2:22][S:23]([CH2:26][C:27](O)=O)(=[O:25])=[O:24])(=[O:21])=[O:20])(O)=O. (6) Given the product [Cl:29][C:30]1[CH:31]=[C:32]([CH:36]=[C:37]([I:41])[C:38]=1[O:39][CH3:40])[C:33]([N:3]1[C:4]2[CH:9]=[CH:8][CH:7]=[CH:6][C:5]=2[S:1][CH2:2]1)=[O:34], predict the reactants needed to synthesize it. The reactants are: [S:1]1[C:5]2[CH:6]=[CH:7][CH:8]=[CH:9][C:4]=2[NH:3][CH2:2]1.NC1C=CC=CC=1S.C=O.C(N(C(C)C)CC)(C)C.[Cl:29][C:30]1[CH:31]=[C:32]([CH:36]=[C:37]([I:41])[C:38]=1[O:39][CH3:40])[C:33](Cl)=[O:34]. (7) Given the product [Cl:2][C:3]1[CH:4]=[C:5]2[C:10](=[CH:11][CH:12]=1)[CH:9]=[C:8]([S:13]([N:16]1[CH2:17][CH2:18][N:19]([C:22]([C:24]3[S:32][C:31]4[CH2:30][CH2:29][N:28]([C:33]#[N:35])[CH2:27][C:26]=4[CH:25]=3)=[O:23])[CH2:20][CH2:21]1)(=[O:15])=[O:14])[CH:7]=[CH:6]2, predict the reactants needed to synthesize it. The reactants are: Cl.[Cl:2][C:3]1[CH:4]=[C:5]2[C:10](=[CH:11][CH:12]=1)[CH:9]=[C:8]([S:13]([N:16]1[CH2:21][CH2:20][N:19]([C:22]([C:24]3[S:32][C:31]4[CH2:30][CH2:29][NH:28][CH2:27][C:26]=4[CH:25]=3)=[O:23])[CH2:18][CH2:17]1)(=[O:15])=[O:14])[CH:7]=[CH:6]2.[CH2:33]([N:35](CC)CC)C.C([O-])(=O)C.[Na+].N#CBr. (8) Given the product [Cl:37][C:24]1[CH:23]=[C:22]([NH:21][C:11]2[C:10]3[C:15](=[CH:16][C:17]([O:18][CH2:19][CH3:20])=[C:8]([NH:7][C:5](=[O:6])/[CH:4]=[CH:3]/[CH2:2][N:46]4[CH2:45][C@H:44]5[O:39][CH2:40][CH2:41][O:42][C@H:43]5[CH2:47]4)[CH:9]=3)[N:14]=[CH:13][N:12]=2)[CH:27]=[CH:26][C:25]=1[O:28][CH2:29][C:30]1[CH:35]=[CH:34][CH:33]=[C:32]([F:36])[CH:31]=1, predict the reactants needed to synthesize it. The reactants are: Br[CH2:2]/[CH:3]=[CH:4]/[C:5]([NH:7][C:8]1[CH:9]=[C:10]2[C:15](=[CH:16][C:17]=1[O:18][CH2:19][CH3:20])[N:14]=[CH:13][N:12]=[C:11]2[NH:21][C:22]1[CH:27]=[CH:26][C:25]([O:28][CH2:29][C:30]2[CH:35]=[CH:34][CH:33]=[C:32]([F:36])[CH:31]=2)=[C:24]([Cl:37])[CH:23]=1)=[O:6].Cl.[O:39]1[C@H:44]2[CH2:45][NH:46][CH2:47][C@H:43]2[O:42][CH2:41][CH2:40]1.CCN(C(C)C)C(C)C. (9) Given the product [NH2:14][C:2]1[CH:7]=[CH:6][CH:5]=[C:4]([C:8]([F:11])([F:10])[F:9])[C:3]=1[C:12]#[N:13], predict the reactants needed to synthesize it. The reactants are: F[C:2]1[CH:7]=[CH:6][CH:5]=[C:4]([C:8]([F:11])([F:10])[F:9])[C:3]=1[C:12]#[N:13].[NH3:14]. (10) The reactants are: Cl[C:2]1[N:7]=[C:6]([NH:8][C:9]2[CH:14]=[CH:13][CH:12]=[CH:11][C:10]=2[S:15]([N:18]([CH3:20])[CH3:19])(=[O:17])=[O:16])[C:5]([Cl:21])=[CH:4][N:3]=1.[CH3:22][O:23][C:24]1[C:25]([NH2:43])=[CH:26][C:27]2[CH2:33][CH2:32][N:31]([CH2:34][CH2:35][N:36]3[CH2:41][CH2:40][O:39][CH2:38][CH2:37]3)[CH2:30][CH2:29][C:28]=2[CH:42]=1. Given the product [Cl:21][C:5]1[C:6]([NH:8][C:9]2[CH:14]=[CH:13][CH:12]=[CH:11][C:10]=2[S:15]([N:18]([CH3:20])[CH3:19])(=[O:17])=[O:16])=[N:7][C:2]([NH:43][C:25]2[C:24]([O:23][CH3:22])=[CH:42][C:28]3[CH2:29][CH2:30][N:31]([CH2:34][CH2:35][N:36]4[CH2:41][CH2:40][O:39][CH2:38][CH2:37]4)[CH2:32][CH2:33][C:27]=3[CH:26]=2)=[N:3][CH:4]=1, predict the reactants needed to synthesize it.